This data is from NCI-60 drug combinations with 297,098 pairs across 59 cell lines. The task is: Regression. Given two drug SMILES strings and cell line genomic features, predict the synergy score measuring deviation from expected non-interaction effect. (1) Drug 1: CC1C(C(CC(O1)OC2CC(CC3=C2C(=C4C(=C3O)C(=O)C5=C(C4=O)C(=CC=C5)OC)O)(C(=O)C)O)N)O.Cl. Drug 2: CN1C(=O)N2C=NC(=C2N=N1)C(=O)N. Cell line: NCI-H322M. Synergy scores: CSS=4.42, Synergy_ZIP=2.10, Synergy_Bliss=6.02, Synergy_Loewe=-4.43, Synergy_HSA=0.0613. (2) Drug 1: C1=NC(=NC(=O)N1C2C(C(C(O2)CO)O)O)N. Drug 2: CCCCC(=O)OCC(=O)C1(CC(C2=C(C1)C(=C3C(=C2O)C(=O)C4=C(C3=O)C=CC=C4OC)O)OC5CC(C(C(O5)C)O)NC(=O)C(F)(F)F)O. Cell line: RPMI-8226. Synergy scores: CSS=55.8, Synergy_ZIP=2.63, Synergy_Bliss=2.58, Synergy_Loewe=2.86, Synergy_HSA=3.54.